Task: Predict which catalyst facilitates the given reaction.. Dataset: Catalyst prediction with 721,799 reactions and 888 catalyst types from USPTO (1) Reactant: [CH3:1][N:2]([CH3:27])[C:3]1[CH:8]=[CH:7][C:6]([C:9]2[N:18]=[C:17]([O:19][CH2:20][C@H:21]3[O:26][CH2:25][CH2:24][NH:23][CH2:22]3)[C:16]3[C:11](=[N:12][CH:13]=[CH:14][N:15]=3)[CH:10]=2)=[CH:5][CH:4]=1.CCN(CC)CC.Cl[CH2:36][CH2:37][S:38](Cl)(=[O:40])=[O:39]. Product: [CH3:1][N:2]([CH3:27])[C:3]1[CH:4]=[CH:5][C:6]([C:9]2[N:18]=[C:17]([O:19][CH2:20][C@H:21]3[O:26][CH2:25][CH2:24][N:23]([S:38]([CH:37]=[CH2:36])(=[O:40])=[O:39])[CH2:22]3)[C:16]3[C:11](=[N:12][CH:13]=[CH:14][N:15]=3)[CH:10]=2)=[CH:7][CH:8]=1. The catalyst class is: 2. (2) Reactant: [Cl:1][C:2]1[CH:3]=[C:4]([NH:8]/[C:9](/SC)=[N:10]/[C:11]#[N:12])[CH:5]=[CH:6][CH:7]=1.C(O)C.[NH2:18][NH2:19].CO. Product: [Cl:1][C:2]1[CH:3]=[C:4]([NH:8][C:9]2[N:10]=[C:11]([NH2:12])[NH:19][N:18]=2)[CH:5]=[CH:6][CH:7]=1. The catalyst class is: 4. (3) Reactant: [Br:1][C:2]1[CH:3]=[C:4]([CH:20]=[CH:21][CH:22]=1)[CH2:5][N:6]1[C:14]2[C:13](=[O:15])[N:12]([CH3:16])[C:11](=[O:17])[N:10]([CH3:18])[C:9]=2[N:8]=[C:7]1[SH:19].[OH-].[K+].Br[CH2:26][CH2:27][O:28][CH2:29][CH3:30]. Product: [Br:1][C:2]1[CH:3]=[C:4]([CH:20]=[CH:21][CH:22]=1)[CH2:5][N:6]1[C:14]2[C:13](=[O:15])[N:12]([CH3:16])[C:11](=[O:17])[N:10]([CH3:18])[C:9]=2[N:8]=[C:7]1[S:19][CH2:26][CH2:27][O:28][CH2:29][CH3:30]. The catalyst class is: 8. (4) Reactant: [CH3:1][C:2]1([CH3:18])[C:11]2[C:6](=[CH:7][C:8]([N+:14]([O-:16])=[O:15])=[C:9]([O:12][CH3:13])[CH:10]=2)[NH:5][C:4](=O)[CH2:3]1.B.CSC. Product: [CH3:1][C:2]1([CH3:18])[C:11]2[C:6](=[CH:7][C:8]([N+:14]([O-:16])=[O:15])=[C:9]([O:12][CH3:13])[CH:10]=2)[NH:5][CH2:4][CH2:3]1. The catalyst class is: 7. (5) Reactant: Cl[C:2]1[CH:7]=[C:6]([NH:8][C:9]2[CH:14]=[N:13][CH:12]=[CH:11][N:10]=2)[N:5]=[C:4]([NH:15][C@H:16]([C:18]2[CH:23]=[CH:22][C:21]([F:24])=[CH:20][CH:19]=2)[CH3:17])[CH:3]=1.P([O-])([O-])([O-])=O.[K+].[K+].[K+].C1(P(C2CCCCC2)C2C=CC=CC=2C2C(C(C)C)=CC(C(C)C)=CC=2C(C)C)CCCCC1.[CH2:67]([OH:70])[CH2:68][OH:69]. Product: [F:24][C:21]1[CH:22]=[CH:23][C:18]([C@@H:16]([NH:15][C:4]2[CH:3]=[C:2]([O:69][CH2:68][CH2:67][OH:70])[CH:7]=[C:6]([NH:8][C:9]3[CH:14]=[N:13][CH:12]=[CH:11][N:10]=3)[N:5]=2)[CH3:17])=[CH:19][CH:20]=1. The catalyst class is: 12. (6) Reactant: [F:1][C:2]1[CH:7]=[CH:6][C:5]([S:8](Cl)(=[O:10])=[O:9])=[CH:4][CH:3]=1.Cl.[F:13][C:14]1([F:18])[CH2:17][NH:16][CH2:15]1.CCN(CC)CC. Product: [F:13][C:14]1([F:18])[CH2:17][N:16]([S:8]([C:5]2[CH:6]=[CH:7][C:2]([F:1])=[CH:3][CH:4]=2)(=[O:10])=[O:9])[CH2:15]1. The catalyst class is: 2. (7) Reactant: [CH2:1]([O:8][CH2:9][CH2:10][CH2:11][C:12]([OH:14])=O)[C:2]1[CH:7]=[CH:6][CH:5]=[CH:4][CH:3]=1.C(Cl)(=O)C(Cl)=[O:17].C1[CH2:25][O:24][CH2:23][CH2:22]1. Product: [CH2:1]([O:8][CH2:9][CH2:10][CH2:11][C:12](=[O:14])[CH2:22][C:23]([O:24][CH3:25])=[O:17])[C:2]1[CH:3]=[CH:4][CH:5]=[CH:6][CH:7]=1. The catalyst class is: 3.